This data is from Full USPTO retrosynthesis dataset with 1.9M reactions from patents (1976-2016). The task is: Predict the reactants needed to synthesize the given product. Given the product [CH3:49][C:43]1[CH:44]=[CH:45][CH:46]=[C:47]([CH3:48])[C:42]=1[C:39]1[N:40]=[CH:41][C:36]([C:52]2[CH:53]=[CH:54][CH:55]=[CH:56][N:51]=2)=[CH:37][CH:38]=1, predict the reactants needed to synthesize it. The reactants are: CC(C1C=C(C(C)C)C(C2C=CC=CC=2P(C2CCCCC2)C2CCCCC2)=C(C(C)C)C=1)C.Cl[C:36]1[CH:37]=[CH:38][C:39]([C:42]2[C:47]([CH3:48])=[CH:46][CH:45]=[CH:44][C:43]=2[CH3:49])=[N:40][CH:41]=1.[Br-].[N:51]1[CH:56]=[CH:55][CH:54]=[CH:53][C:52]=1[Zn+].Cl.[OH-].[Na+].